From a dataset of NCI-60 drug combinations with 297,098 pairs across 59 cell lines. Regression. Given two drug SMILES strings and cell line genomic features, predict the synergy score measuring deviation from expected non-interaction effect. (1) Drug 1: CC1OCC2C(O1)C(C(C(O2)OC3C4COC(=O)C4C(C5=CC6=C(C=C35)OCO6)C7=CC(=C(C(=C7)OC)O)OC)O)O. Drug 2: CN(CCCl)CCCl.Cl. Cell line: M14. Synergy scores: CSS=10.8, Synergy_ZIP=-4.36, Synergy_Bliss=-1.05, Synergy_Loewe=-9.61, Synergy_HSA=-3.87. (2) Drug 1: CCC1=CC2CC(C3=C(CN(C2)C1)C4=CC=CC=C4N3)(C5=C(C=C6C(=C5)C78CCN9C7C(C=CC9)(C(C(C8N6C)(C(=O)OC)O)OC(=O)C)CC)OC)C(=O)OC.C(C(C(=O)O)O)(C(=O)O)O. Drug 2: C(CN)CNCCSP(=O)(O)O. Cell line: SF-295. Synergy scores: CSS=34.2, Synergy_ZIP=-2.74, Synergy_Bliss=-4.75, Synergy_Loewe=-67.8, Synergy_HSA=-2.37. (3) Drug 2: C1C(C(OC1N2C=NC3=C(N=C(N=C32)Cl)N)CO)O. Synergy scores: CSS=9.69, Synergy_ZIP=-3.21, Synergy_Bliss=-1.86, Synergy_Loewe=-1.28, Synergy_HSA=-0.528. Drug 1: CCCS(=O)(=O)NC1=C(C(=C(C=C1)F)C(=O)C2=CNC3=C2C=C(C=N3)C4=CC=C(C=C4)Cl)F. Cell line: RXF 393. (4) Drug 1: CC12CCC3C(C1CCC2=O)CC(=C)C4=CC(=O)C=CC34C. Drug 2: B(C(CC(C)C)NC(=O)C(CC1=CC=CC=C1)NC(=O)C2=NC=CN=C2)(O)O. Cell line: NCI-H226. Synergy scores: CSS=36.4, Synergy_ZIP=-0.589, Synergy_Bliss=1.58, Synergy_Loewe=2.32, Synergy_HSA=1.67. (5) Drug 1: CC(CN1CC(=O)NC(=O)C1)N2CC(=O)NC(=O)C2. Drug 2: CC1=C2C(C(=O)C3(C(CC4C(C3C(C(C2(C)C)(CC1OC(=O)C(C(C5=CC=CC=C5)NC(=O)OC(C)(C)C)O)O)OC(=O)C6=CC=CC=C6)(CO4)OC(=O)C)O)C)O. Cell line: EKVX. Synergy scores: CSS=25.5, Synergy_ZIP=-10.5, Synergy_Bliss=-6.30, Synergy_Loewe=-43.7, Synergy_HSA=-3.78.